This data is from Forward reaction prediction with 1.9M reactions from USPTO patents (1976-2016). The task is: Predict the product of the given reaction. (1) Given the reactants [CH3:1][O:2][C:3]1[CH:4]=[C:5]([OH:12])[C:6](=[CH:10][CH:11]=1)[C:7]([OH:9])=O.O[NH:14][C:15]([C:17]1[C:22]([C:23]([F:26])([F:25])[F:24])=[CH:21][CH:20]=[CH:19][N:18]=1)=[NH:16], predict the reaction product. The product is: [CH3:1][O:2][C:3]1[CH:11]=[CH:10][C:6]([C:7]2[O:9][N:16]=[C:15]([C:17]3[C:22]([C:23]([F:26])([F:24])[F:25])=[CH:21][CH:20]=[CH:19][N:18]=3)[N:14]=2)=[C:5]([OH:12])[CH:4]=1. (2) Given the reactants Br[C:2]1[CH:7]=[C:6]([CH2:8][C:9]2[CH:14]=[CH:13][C:12]([CH2:15][CH3:16])=[CH:11][CH:10]=2)[C:5]([Cl:17])=[CH:4][C:3]=1[O:18][CH2:19][CH2:20][O:21][CH2:22][C:23]([F:26])([F:25])[F:24].C[Si](C)(C)[O:29][C@@H:30]1[C@@H:35]([O:36][Si](C)(C)C)[C@H:34]([O:41][Si](C)(C)C)[C@@H:33]([CH2:46][O:47][Si](C)(C)C)[O:32][C:31]1=O.[Li]CCCC, predict the reaction product. The product is: [Cl:17][C:5]1[C:6]([CH2:8][C:9]2[CH:14]=[CH:13][C:12]([CH2:15][CH3:16])=[CH:11][CH:10]=2)=[CH:7][C:2]([C@H:31]2[C@H:30]([OH:29])[C@@H:35]([OH:36])[C@H:34]([OH:41])[C@@H:33]([CH2:46][OH:47])[O:32]2)=[C:3]([O:18][CH2:19][CH2:20][O:21][CH2:22][C:23]([F:26])([F:25])[F:24])[CH:4]=1. (3) Given the reactants [CH3:1][C:2]1([C:8]2[CH:13]=[C:12](Br)[CH:11]=[CH:10][C:9]=2[O:15][CH3:16])[CH2:7][CH2:6][CH2:5][CH2:4][CH2:3]1.[Li]CCCC.C([O:25][B:26](OC(C)C)[O:27]C(C)C)(C)C.Cl, predict the reaction product. The product is: [CH3:1][C:2]1([C:8]2[CH:13]=[C:12]([B:26]([OH:27])[OH:25])[CH:11]=[CH:10][C:9]=2[O:15][CH3:16])[CH2:7][CH2:6][CH2:5][CH2:4][CH2:3]1. (4) Given the reactants [NH2:1][C@@H:2]1[CH2:6][CH2:5][N:4]([C:7](OC(C)(C)C)=O)[CH2:3]1.C([N:16](CC)CC)C.[Cl:21][C:22]1[CH:27]=[CH:26][CH:25]=[CH:24][C:23]=1[S:28](Cl)(=[O:30])=[O:29].CCN(C(C)C)C(C)C.BrC#N, predict the reaction product. The product is: [Cl:21][C:22]1[CH:27]=[CH:26][CH:25]=[CH:24][C:23]=1[S:28]([NH:1][C@@H:2]1[CH2:6][CH2:5][N:4]([C:7]#[N:16])[CH2:3]1)(=[O:30])=[O:29].